Dataset: Catalyst prediction with 721,799 reactions and 888 catalyst types from USPTO. Task: Predict which catalyst facilitates the given reaction. Reactant: F[C:2]1[CH:16]=[CH:15][C:14]([I:17])=[CH:13][C:3]=1[C:4]([CH:6]1[CH2:11][CH2:10][N:9]([CH3:12])[CH2:8][CH2:7]1)=O.[NH2:18][NH2:19]. Product: [I:17][C:14]1[CH:13]=[C:3]2[C:2](=[CH:16][CH:15]=1)[NH:19][N:18]=[C:4]2[CH:6]1[CH2:11][CH2:10][N:9]([CH3:12])[CH2:8][CH2:7]1. The catalyst class is: 16.